Dataset: Catalyst prediction with 721,799 reactions and 888 catalyst types from USPTO. Task: Predict which catalyst facilitates the given reaction. Reactant: [CH:1]([C:3]1[CH:8]=[CH:7][N:6]=[CH:5][CH:4]=1)=[CH2:2].[NH:9]1[C:17]2[C:12](=[CH:13][CH:14]=[CH:15][CH:16]=2)[CH:11]=[CH:10]1. Product: [N:6]1[CH:7]=[CH:8][C:3]([CH2:1][CH2:2][C:11]2[C:12]3[C:17](=[CH:16][CH:15]=[CH:14][CH:13]=3)[NH:9][CH:10]=2)=[CH:4][CH:5]=1. The catalyst class is: 15.